Dataset: Peptide-MHC class I binding affinity with 185,985 pairs from IEDB/IMGT. Task: Regression. Given a peptide amino acid sequence and an MHC pseudo amino acid sequence, predict their binding affinity value. This is MHC class I binding data. (1) The peptide sequence is YCNYTRFWYI. The MHC is H-2-Db with pseudo-sequence H-2-Db. The binding affinity (normalized) is 0.313. (2) The peptide sequence is FSMELPSFGV. The MHC is HLA-A02:01 with pseudo-sequence HLA-A02:01. The binding affinity (normalized) is 0.896. (3) The binding affinity (normalized) is 0.166. The peptide sequence is VTKAEMLGSVV. The MHC is Mamu-A01 with pseudo-sequence Mamu-A01. (4) The peptide sequence is RQASIELPSM. The MHC is HLA-A02:01 with pseudo-sequence HLA-A02:01. The binding affinity (normalized) is 0.543. (5) The peptide sequence is KFYGPFVDR. The MHC is Mamu-B8301 with pseudo-sequence Mamu-B8301. The binding affinity (normalized) is 0.199. (6) The peptide sequence is GDAYFSIPL. The MHC is Mamu-B01 with pseudo-sequence Mamu-B01. The binding affinity (normalized) is 0.449. (7) The peptide sequence is VTKRDESSIY. The MHC is HLA-A68:01 with pseudo-sequence HLA-A68:01. The binding affinity (normalized) is 0. (8) The peptide sequence is FLLTRILTI. The MHC is HLA-A03:01 with pseudo-sequence HLA-A03:01. The binding affinity (normalized) is 0. (9) The peptide sequence is AEMWAQDAAMY. The binding affinity (normalized) is 0.114. The MHC is HLA-B45:01 with pseudo-sequence HLA-B45:01. (10) The peptide sequence is KHGEYAPFA. The MHC is HLA-A02:01 with pseudo-sequence HLA-A02:01. The binding affinity (normalized) is 0.0525.